This data is from Forward reaction prediction with 1.9M reactions from USPTO patents (1976-2016). The task is: Predict the product of the given reaction. Given the reactants B(Br)(Br)Br.[Br:5][C:6]1[CH:7]=[C:8]2[C:13](=[C:14]([O:16][CH3:17])[CH:15]=1)[N:12]=[CH:11][NH:10][C:9]2=[O:18].[C:19](=[O:22])([O-:21])[O-].[K+].[K+].[C:25]([O:31][CH2:32]Cl)(=[O:30])[C:26]([CH3:29])([CH3:28])[CH3:27], predict the reaction product. The product is: [C:19]([O:21][CH2:17][O:16][C:14]1[CH:15]=[C:6]([Br:5])[CH:7]=[C:8]2[C:13]=1[N:12]=[CH:11][N:10]([CH2:32][O:31][C:25](=[O:30])[C:26]([CH3:29])([CH3:28])[CH3:27])[C:9]2=[O:18])(=[O:22])[C:8]([CH3:13])([CH3:9])[CH3:7].